Dataset: Full USPTO retrosynthesis dataset with 1.9M reactions from patents (1976-2016). Task: Predict the reactants needed to synthesize the given product. The reactants are: Cl[C:2]1[N:7]2[N:8]=[CH:9][C:10]([C:11]([O:13][CH2:14][CH3:15])=[O:12])=[C:6]2[N:5]=[CH:4][C:3]=1[C:16]([N:18]1[CH2:23][CH2:22][C:21]2([C:31]3[C:26](=[CH:27][CH:28]=[CH:29][CH:30]=3)[CH2:25][CH2:24]2)[CH2:20][CH2:19]1)=[O:17].[F:32][C:33]1[CH:39]=[CH:38][C:37]([CH3:40])=[CH:36][C:34]=1[NH2:35]. Given the product [CH2:14]([O:13][C:11]([C:10]1[CH:9]=[N:8][N:7]2[C:2]([NH:35][C:34]3[CH:36]=[C:37]([CH3:40])[CH:38]=[CH:39][C:33]=3[F:32])=[C:3]([C:16]([N:18]3[CH2:23][CH2:22][C:21]4([C:31]5[C:26](=[CH:27][CH:28]=[CH:29][CH:30]=5)[CH2:25][CH2:24]4)[CH2:20][CH2:19]3)=[O:17])[CH:4]=[N:5][C:6]=12)=[O:12])[CH3:15], predict the reactants needed to synthesize it.